Predict which catalyst facilitates the given reaction. From a dataset of Catalyst prediction with 721,799 reactions and 888 catalyst types from USPTO. (1) Reactant: [O:1]1[CH:5]=[CH:4][CH:3]=[C:2]1[CH:6]=O.[CH3:8][CH:9]([C:11](=[O:13])[CH3:12])[CH3:10]. Product: [O:1]1[CH:5]=[CH:4][CH:3]=[C:2]1[CH:6]=[CH:12][C:11](=[O:13])[CH:9]([CH3:10])[CH3:8]. The catalyst class is: 14. (2) Reactant: [F:1][C:2]1[C:7]([O:8][CH3:9])=[CH:6][CH:5]=[CH:4][C:3]=1[CH2:10][CH2:11][NH2:12].C=O.[C:15](O)(C(F)(F)F)=O. Product: [F:1][C:2]1[C:7]([O:8][CH3:9])=[CH:6][CH:5]=[C:4]2[C:3]=1[CH2:10][CH2:11][NH:12][CH2:15]2. The catalyst class is: 2.